This data is from Full USPTO retrosynthesis dataset with 1.9M reactions from patents (1976-2016). The task is: Predict the reactants needed to synthesize the given product. (1) Given the product [C:1]([O:5][C:6]([C@H:8]([CH2:18][CH2:19][O:20][CH3:21])[CH2:9][C:10]1([C:15]([O-:17])=[O:16])[CH2:14][CH2:13][CH2:12][CH2:11]1)=[O:7])([CH3:3])([CH3:2])[CH3:4].[OH:31][C@@H:24]([C:25]1[CH:30]=[CH:29][CH:28]=[CH:27][CH:26]=1)[C@@H:23]([NH2+:32][CH3:33])[CH3:22], predict the reactants needed to synthesize it. The reactants are: [C:1]([O:5][C:6]([CH:8]([CH2:18][CH2:19][O:20][CH3:21])[CH2:9][C:10]1([C:15]([OH:17])=[O:16])[CH2:14][CH2:13][CH2:12][CH2:11]1)=[O:7])([CH3:4])([CH3:3])[CH3:2].[CH3:22][C@H:23]([NH:32][CH3:33])[C@@H:24]([OH:31])[C:25]1[CH:30]=[CH:29][CH:28]=[CH:27][CH:26]=1. (2) Given the product [C:1]([CH2:4][CH2:5][CH2:6][O:7][C:8]1[C:9]([Se:22][C:23]2[CH:24]=[CH:25][C:26]([C:27]([OH:29])=[O:28])=[CH:32][CH:33]=2)=[CH:10][C:11]2[C:12]([CH3:21])([CH3:20])[CH2:13][CH2:14][C:15]([CH3:19])([CH3:18])[C:16]=2[CH:17]=1)([OH:3])=[O:2], predict the reactants needed to synthesize it. The reactants are: [C:1]([CH2:4][CH2:5][CH2:6][O:7][C:8]1[C:9]([Se:22][C:23]2[CH:33]=[CH:32][C:26]([C:27]([O:29]CC)=[O:28])=[CH:25][CH:24]=2)=[CH:10][C:11]2[C:12]([CH3:21])([CH3:20])[CH2:13][CH2:14][C:15]([CH3:19])([CH3:18])[C:16]=2[CH:17]=1)([OH:3])=[O:2].[OH-].[Na+]. (3) Given the product [CH3:21][O:22][C:23]1[CH:24]=[CH:25][C:26]([CH2:29][C:30]2[N:32]=[CH:4][C:5]3[CH2:6][C:7](=[O:19])[NH:8][C:9]4[CH:16]=[C:15]([CH3:17])[C:14]([CH3:18])=[CH:13][C:10]=4[C:11]=3[N:31]=2)=[CH:27][CH:28]=1, predict the reactants needed to synthesize it. The reactants are: CN([CH:4]=[C:5]1[C:11](=O)[C:10]2[CH:13]=[C:14]([CH3:18])[C:15]([CH3:17])=[CH:16][C:9]=2[NH:8][C:7](=[O:19])[CH2:6]1)C.Cl.[CH3:21][O:22][C:23]1[CH:28]=[CH:27][C:26]([CH2:29][C:30]([NH2:32])=[NH:31])=[CH:25][CH:24]=1. (4) Given the product [CH:1]([C:4]1[C:9]([C:10]([OH:12])=[O:11])=[CH:8][N:7]=[C:6]([S:15][CH3:16])[N:5]=1)([CH3:3])[CH3:2], predict the reactants needed to synthesize it. The reactants are: [CH:1]([C:4]1[C:9]([C:10]([O:12]CC)=[O:11])=[CH:8][N:7]=[C:6]([S:15][CH3:16])[N:5]=1)([CH3:3])[CH3:2].[OH-].[Na+]. (5) Given the product [CH3:1][O:2][C:3]1[C:4]([NH:14][C:15]([N:29]2[CH2:30][CH2:31][N:26]([C:21]3[CH:22]=[CH:23][CH:24]=[CH:25][N:20]=3)[CH2:27][CH2:28]2)=[O:19])=[N:5][C:6]2[C:11]([N:12]=1)=[CH:10][C:9]([CH3:13])=[CH:8][CH:7]=2, predict the reactants needed to synthesize it. The reactants are: [CH3:1][O:2][C:3]1[C:4]([NH:14][C:15](=[O:19])OCC)=[N:5][C:6]2[C:11]([N:12]=1)=[CH:10][C:9]([CH3:13])=[CH:8][CH:7]=2.[N:20]1[CH:25]=[CH:24][CH:23]=[CH:22][C:21]=1[N:26]1[CH2:31][CH2:30][NH:29][CH2:28][CH2:27]1. (6) The reactants are: [F:1][C:2]([F:45])([C@H:6]1[C@H:11]([O:12][CH2:13][C:14]2[CH:19]=[CH:18][CH:17]=[CH:16][CH:15]=2)[C@@H:10]([O:20][CH2:21][C:22]2[CH:27]=[CH:26][CH:25]=[CH:24][CH:23]=2)[C@H:9]([O:28][CH2:29][C:30]2[CH:35]=[CH:34][CH:33]=[CH:32][CH:31]=2)[C@@H:8]([CH2:36][O:37][CH2:38][C:39]2[CH:44]=[CH:43][CH:42]=[CH:41][CH:40]=2)[O:7]1)[CH:3](O)O.[NH2:46][C@@H:47]1[C:59]2[C:51](=[CH:52][C:53]3[O:57][CH2:56][O:55][C:54]=3[CH:58]=2)[C@@H:50]([C:60]2[CH:65]=[C:64]([O:66][CH3:67])[C:63]([O:68][CH3:69])=[C:62]([O:70][CH3:71])[CH:61]=2)[C@H:49]2[C:72](=[O:75])[O:73][CH2:74][C@H:48]12.CC1C=CC(S(O)(=O)=O)=CC=1.[Na].[BH3-]C#N.[Na+].C([O-])(O)=O.[Na+]. Given the product [F:45][C:2]([F:1])([C@H:6]1[C@H:11]([O:12][CH2:13][C:14]2[CH:15]=[CH:16][CH:17]=[CH:18][CH:19]=2)[C@@H:10]([O:20][CH2:21][C:22]2[CH:27]=[CH:26][CH:25]=[CH:24][CH:23]=2)[C@H:9]([O:28][CH2:29][C:30]2[CH:31]=[CH:32][CH:33]=[CH:34][CH:35]=2)[C@@H:8]([CH2:36][O:37][CH2:38][C:39]2[CH:40]=[CH:41][CH:42]=[CH:43][CH:44]=2)[O:7]1)[CH2:3][NH:46][C@@H:47]1[C:59]2[C:51](=[CH:52][C:53]3[O:57][CH2:56][O:55][C:54]=3[CH:58]=2)[C@@H:50]([C:60]2[CH:65]=[C:64]([O:66][CH3:67])[C:63]([O:68][CH3:69])=[C:62]([O:70][CH3:71])[CH:61]=2)[C@H:49]2[C:72](=[O:75])[O:73][CH2:74][C@H:48]12, predict the reactants needed to synthesize it. (7) Given the product [CH3:1][O:2][C:3]1[CH:4]=[C:5]([NH:15][C:17]2[N:22]=[C:21]([C:23]([O:25][CH3:26])=[O:24])[CH:20]=[C:19]([CH3:27])[N:18]=2)[CH:6]=[CH:7][C:8]=1[N:9]1[CH:13]=[C:12]([CH3:14])[N:11]=[CH:10]1, predict the reactants needed to synthesize it. The reactants are: [CH3:1][O:2][C:3]1[CH:4]=[C:5]([NH2:15])[CH:6]=[CH:7][C:8]=1[N:9]1[CH:13]=[C:12]([CH3:14])[N:11]=[CH:10]1.Cl[C:17]1[N:22]=[C:21]([C:23]([O:25][CH3:26])=[O:24])[CH:20]=[C:19]([CH3:27])[N:18]=1.